This data is from Peptide-MHC class II binding affinity with 134,281 pairs from IEDB. The task is: Regression. Given a peptide amino acid sequence and an MHC pseudo amino acid sequence, predict their binding affinity value. This is MHC class II binding data. (1) The peptide sequence is VNYWFAPGAAAAPLS. The MHC is DRB4_0101 with pseudo-sequence DRB4_0103. The binding affinity (normalized) is 0.511. (2) The peptide sequence is LSPLSNMVSMANNHM. The MHC is HLA-DQA10201-DQB10202 with pseudo-sequence HLA-DQA10201-DQB10202. The binding affinity (normalized) is 0.206. (3) The peptide sequence is AGWLFHVRGARRSGD. The MHC is DRB5_0101 with pseudo-sequence DRB5_0101. The binding affinity (normalized) is 1.00. (4) The peptide sequence is DKELYPLASLRSLFG. The MHC is HLA-DQA10301-DQB10301 with pseudo-sequence HLA-DQA10301-DQB10301. The binding affinity (normalized) is 0.336. (5) The peptide sequence is LGFVFTLTVPSERG. The MHC is DRB1_1501 with pseudo-sequence DRB1_1501. The binding affinity (normalized) is 0.483. (6) The peptide sequence is AYESYKFIPALEAAV. The MHC is DRB1_1501 with pseudo-sequence DRB1_1501. The binding affinity (normalized) is 0.513. (7) The peptide sequence is LDAKSTWYGKPTGAG. The MHC is DRB1_0901 with pseudo-sequence DRB1_0901. The binding affinity (normalized) is 0.397.